From a dataset of Reaction yield outcomes from USPTO patents with 853,638 reactions. Predict the reaction yield, written as a fraction of the theoretical maximum amount of product (1.0 means a 100% yield; for example, 0.34 means a 34% yield). (1) The reactants are [CH:1]([C:3]1[CH:8]=[CH:7][C:6]([S:9]([C:12]2[CH:17]=[CH:16][CH:15]=[CH:14][C:13]=2[F:18])(=[O:11])=[O:10])=[CH:5][N:4]=1)=[CH2:2].[F:19][C:20]1[CH:25]=[C:24]([F:26])[CH:23]=[CH:22][C:21]=1B(O)O.C(=O)([O-])[O-].[Na+].[Na+]. The product is [F:19][C:20]1[CH:25]=[C:24]([F:26])[CH:23]=[CH:22][C:21]=1[CH2:2][CH2:1][C:3]1[CH:8]=[CH:7][C:6]([S:9]([C:12]2[CH:17]=[CH:16][CH:15]=[CH:14][C:13]=2[F:18])(=[O:10])=[O:11])=[CH:5][N:4]=1. The catalyst is O.C1CC=CCCC=C1.C1CC=CCCC=C1.[Cl-].[Cl-].[Rh].[Rh]. The yield is 0.140. (2) The reactants are C1CO[C:8]2[CH:7]=[CH:6][C:5]([NH:11][C:12]3[C:17]([F:18])=[CH:16][N:15]=[C:14]([NH:19][C:20]4[CH:25]=[CH:24][CH:23]=[C:22](O)[CH:21]=4)[N:13]=3)=[CH:4][C:3]=2[O:2]1.ClC1N=C(NC2C=CC=C(O)C=2)C(F)=C[N:29]=1.N1C=CC=CC=1CN. No catalyst specified. The product is [F:18][C:17]1[C:12]([NH:11][C:5]2[CH:6]=[CH:7][CH:8]=[C:3]([OH:2])[CH:4]=2)=[N:13][C:14]([NH:19][CH2:20][C:25]2[CH:24]=[CH:23][CH:22]=[CH:21][N:29]=2)=[N:15][CH:16]=1. The yield is 0.620. (3) The reactants are [CH2:1]([O:8][C:9]([N:11]1[CH2:17][CH2:16][CH:15](NC(C2C=CC=CN=2)=O)[C:14](=O)[CH2:13][CH2:12]1)=[O:10])[C:2]1[CH:7]=[CH:6][CH:5]=[CH:4][CH:3]=1.O=P(Cl)(Cl)Cl.C([O-])(O)=O.[Na+].O1[CH2:43][CH2:42]OCC1. No catalyst specified. The product is [CH2:1]([O:8][C:9]([N:11]1[CH2:12][CH2:13][C:14]2[CH2:3][C:2]([C:43]3[CH:42]=[CH:14][CH:13]=[CH:12][N:11]=3)=[CH:1][C:15]=2[CH2:16][CH2:17]1)=[O:10])[C:2]1[CH:3]=[CH:4][CH:5]=[CH:6][CH:7]=1. The yield is 0.360. (4) The reactants are [CH2:12]([Sn]([CH2:12][CH2:13][CH2:14][CH3:15])([CH2:12][CH2:13][CH2:14][CH3:15])C=C)[CH2:13][CH2:14][CH3:15].[Cl:16][C:17]1[N:18]=[N:19]C(Cl)=C[CH:22]=1.[F-].[NH4+].C(OCC)(=O)C. The catalyst is C1(C)C=CC=CC=1.C1C=CC([P]([Pd]([P](C2C=CC=CC=2)(C2C=CC=CC=2)C2C=CC=CC=2)([P](C2C=CC=CC=2)(C2C=CC=CC=2)C2C=CC=CC=2)[P](C2C=CC=CC=2)(C2C=CC=CC=2)C2C=CC=CC=2)(C2C=CC=CC=2)C2C=CC=CC=2)=CC=1. The product is [Cl:16][C:17]1[N:18]=[N:19][C:13]([CH:14]=[CH2:15])=[CH:12][CH:22]=1. The yield is 0.310. (5) The reactants are [Cl:1][C:2]1[CH:7]=[CH:6][N:5]=[C:4]2[CH:8]=[C:9]([Sn](C)(C)C)[S:10][C:3]=12.Br[C:16]1[CH:21]=[CH:20][CH:19]=[CH:18][N:17]=1. No catalyst specified. The product is [Cl:1][C:2]1[CH:7]=[CH:6][N:5]=[C:4]2[CH:8]=[C:9]([C:16]3[CH:21]=[CH:20][CH:19]=[CH:18][N:17]=3)[S:10][C:3]=12. The yield is 0.310. (6) The reactants are [CH2:1]([O:8][P:9]([O-:18])[O:10][CH2:11][C:12]1[CH:17]=[CH:16][CH:15]=[CH:14][CH:13]=1)[C:2]1[CH:7]=[CH:6][CH:5]=[CH:4][CH:3]=1.[C:19]([O:23]CC)(=[O:22])[CH:20]=[CH2:21].C([O-])([O-])=O.[K+].[K+].O. The catalyst is C1COCC1. The product is [CH2:11]([O:10][P:9]([CH2:21][CH2:20][C:19]([OH:23])=[O:22])([O:8][CH2:1][C:2]1[CH:3]=[CH:4][CH:5]=[CH:6][CH:7]=1)=[O:18])[C:12]1[CH:13]=[CH:14][CH:15]=[CH:16][CH:17]=1. The yield is 0.900.